From a dataset of Peptide-MHC class I binding affinity with 185,985 pairs from IEDB/IMGT. Regression. Given a peptide amino acid sequence and an MHC pseudo amino acid sequence, predict their binding affinity value. This is MHC class I binding data. (1) The peptide sequence is FPMAVKLFI. The MHC is HLA-B39:01 with pseudo-sequence HLA-B39:01. The binding affinity (normalized) is 0.820. (2) The peptide sequence is LPYPDPSRI. The MHC is HLA-A02:01 with pseudo-sequence HLA-A02:01. The binding affinity (normalized) is 0.0847. (3) The peptide sequence is ETIEDYLGY. The MHC is HLA-A03:01 with pseudo-sequence HLA-A03:01. The binding affinity (normalized) is 0.0847. (4) The peptide sequence is ETIEILRNY. The MHC is HLA-A80:01 with pseudo-sequence HLA-A80:01. The binding affinity (normalized) is 0.797. (5) The peptide sequence is HPRVSSEVHI. The MHC is HLA-B40:02 with pseudo-sequence HLA-B40:02. The binding affinity (normalized) is 0.232. (6) The peptide sequence is VEMQLAVVI. The MHC is HLA-B45:06 with pseudo-sequence HLA-B45:06. The binding affinity (normalized) is 0.213.